From a dataset of Peptide-MHC class II binding affinity with 134,281 pairs from IEDB. Regression. Given a peptide amino acid sequence and an MHC pseudo amino acid sequence, predict their binding affinity value. This is MHC class II binding data. (1) The peptide sequence is TAKAPGLVPKLDAAY. The MHC is DRB1_0802 with pseudo-sequence DRB1_0802. The binding affinity (normalized) is 0.217. (2) The peptide sequence is KIERWFVRNPFFAVT. The MHC is DRB3_0202 with pseudo-sequence DRB3_0202. The binding affinity (normalized) is 0.872.